The task is: Predict the reaction yield, written as a fraction of the theoretical maximum amount of product (1.0 means a 100% yield; for example, 0.34 means a 34% yield).. This data is from Reaction yield outcomes from USPTO patents with 853,638 reactions. (1) The reactants are [F:1][C:2]1[CH:28]=[CH:27][CH:26]=[C:25]([F:29])[C:3]=1[C:4]([NH:6][C:7]([NH:9][C:10]1[CH:15]=[CH:14][C:13]([S:16][C:17]([F:23])([F:22])[C:18]([F:21])([F:20])[F:19])=[CH:12][C:11]=1[F:24])=[O:8])=[O:5].[H-].[Na+].Cl[CH:33]([O:35][CH:36](Cl)Cl)Cl.[Cl-].[NH4+]. The catalyst is CN1CCCC1=O.O. The product is [F:1][C:2]1[CH:28]=[CH:27][CH:26]=[C:25]([F:29])[C:3]=1[C:4]([N:6]1[C:7](=[O:8])[N:9]([C:10]2[CH:15]=[CH:14][C:13]([S:16][C:17]([F:22])([F:23])[C:18]([F:20])([F:19])[F:21])=[CH:12][C:11]=2[F:24])[CH2:36][O:35][CH2:33]1)=[O:5]. The yield is 0.360. (2) The reactants are [N-:1]=[N+:2]=[N-:3].[Na+].[C:5]([NH:8][C@H:9]1[C@H:14](OS(C2C=CC(C)=CC=2)(=O)=O)[CH2:13][C:12]([C:26]([O:28][CH2:29][CH3:30])=[O:27])=[CH:11][C@H:10]1[O:31][CH:32]([CH2:35][CH3:36])[CH2:33][CH3:34])(=[O:7])[CH3:6]. The catalyst is CN(C)C=O. The product is [C:5]([NH:8][C@@H:9]1[C@@H:14]([N:1]=[N+:2]=[N-:3])[CH2:13][C:12]([C:26]([O:28][CH2:29][CH3:30])=[O:27])=[CH:11][C@H:10]1[O:31][CH:32]([CH2:35][CH3:36])[CH2:33][CH3:34])(=[O:7])[CH3:6]. The yield is 0.740. (3) The reactants are [C:1](O)(=[O:9])[C:2]1[C:3](=[CH:5][CH:6]=[CH:7][CH:8]=1)[SH:4].[Br:11][C:12]1[CH:17]=[CH:16][C:15]([OH:18])=[CH:14][CH:13]=1. The catalyst is OS(O)(=O)=O. The product is [Br:11][C:12]1[C:17]2[C:1](=[O:9])[C:2]3[C:3](=[CH:5][CH:6]=[CH:7][CH:8]=3)[S:4][C:16]=2[C:15]([OH:18])=[CH:14][CH:13]=1. The yield is 0.610. (4) The reactants are [CH3:1][C:2]1[C:16](=[O:17])[N:15]=[C:14]2[N:4]([C@@H:5]3[O:9][C@H:8]([CH2:10][OH:11])[C@@H:7]([OH:12])[C@@H:6]3[O:13]2)[CH:3]=1.[CH3:18][O:19][CH2:20][CH2:21][O:22]B([O:22][CH2:21][CH2:20][O:19][CH3:18])[O:22][CH2:21][CH2:20][O:19][CH3:18]. The catalyst is COCCO. The product is [CH3:18][O:19][CH2:20][CH2:21][O:22][C@@H:6]1[C@H:7]([OH:12])[C@@H:8]([CH2:10][OH:11])[O:9][C@H:5]1[N:4]1[CH:3]=[C:2]([CH3:1])[C:16](=[O:17])[NH:15][C:14]1=[O:13]. The yield is 0.630. (5) The reactants are [C:1]([C:5]1[CH:9]=[C:8]([NH:10][C:11](=[O:19])OC2C=CC=CC=2)[N:7]([C:20]2[CH:25]=[CH:24][CH:23]=[CH:22][CH:21]=2)[N:6]=1)([CH3:4])([CH3:3])[CH3:2].[CH3:26][O:27][C:28]1[CH:29]=[C:30]2[C:35](=[CH:36][C:37]=1[O:38][CH3:39])[N:34]=[CH:33][N:32]=[C:31]2[O:40][C:41]1[C:42]([F:48])=[C:43]([CH:45]=[CH:46][CH:47]=1)[NH2:44]. The product is [C:1]([C:5]1[CH:9]=[C:8]([NH:10][C:11]([NH:44][C:43]2[CH:45]=[CH:46][CH:47]=[C:41]([O:40][C:31]3[C:30]4[C:35](=[CH:36][C:37]([O:38][CH3:39])=[C:28]([O:27][CH3:26])[CH:29]=4)[N:34]=[CH:33][N:32]=3)[C:42]=2[F:48])=[O:19])[N:7]([C:20]2[CH:21]=[CH:22][CH:23]=[CH:24][CH:25]=2)[N:6]=1)([CH3:3])([CH3:2])[CH3:4]. The yield is 0.630. The catalyst is C1COCC1. (6) The reactants are C(O[C:6]([N:8]1[CH2:13][CH2:12][N:11]([C:14](=O)[C:15]2C=[C:19]([Cl:21])[CH:18]=[CH:17][C:16]=2[Cl:22])[CH2:10][CH2:9]1)=[O:7])(C)(C)C.Cl. The catalyst is O1CCOCC1. The product is [ClH:21].[Cl:21][C:19]1[CH:18]=[CH:17][C:16]([Cl:22])=[CH:15][C:14]=1[N:11]1[CH2:10][CH2:9][N:8]([CH:6]=[O:7])[CH2:13][CH2:12]1. The yield is 0.970.